This data is from Catalyst prediction with 721,799 reactions and 888 catalyst types from USPTO. The task is: Predict which catalyst facilitates the given reaction. (1) Reactant: [Cl:1][C:2]1[CH:7]=[CH:6][C:5]([S:8]([N:11]([CH2:21][C:22]2[CH:33]=[CH:32][C:25]([C:26]([NH:28][CH2:29][CH2:30][OH:31])=O)=[CH:24][CH:23]=2)[C@H:12]([C:15]2[CH:20]=[CH:19][CH:18]=[CH:17][CH:16]=2)[CH2:13][CH3:14])(=[O:10])=[O:9])=[CH:4][CH:3]=1.C(N([S])CC)C.C(=O)([O-])[O-].[K+].[K+]. Product: [Cl:1][C:2]1[CH:7]=[CH:6][C:5]([S:8]([N:11]([CH2:21][C:22]2[CH:33]=[CH:32][C:25]([C:26]3[O:31][CH2:30][CH2:29][N:28]=3)=[CH:24][CH:23]=2)[C@H:12]([C:15]2[CH:20]=[CH:19][CH:18]=[CH:17][CH:16]=2)[CH2:13][CH3:14])(=[O:10])=[O:9])=[CH:4][CH:3]=1. The catalyst class is: 4. (2) Reactant: [CH3:1][O:2][C:3]1[CH:23]=[CH:22][C:6]([CH2:7][N:8]2[C:16]3[C:11](=[CH:12][CH:13]=[CH:14][CH:15]=3)[C:10](/[CH:17]=[CH:18]\[N+:19]([O-])=O)=[CH:9]2)=[CH:5][CH:4]=1.[H-].[H-].[H-].[H-].[Li+].[Al+3]. Product: [CH3:1][O:2][C:3]1[CH:4]=[CH:5][C:6]([CH2:7][N:8]2[C:16]3[C:11](=[CH:12][CH:13]=[CH:14][CH:15]=3)[C:10]([CH2:17][CH2:18][NH2:19])=[CH:9]2)=[CH:22][CH:23]=1. The catalyst class is: 1. (3) Reactant: [Cl-].[Al+3].[Cl-].[Cl-].C1(C)C=CC=CC=1.[C:12]([NH:20][C:21]1[CH:29]=[C:28]([O:30][C:31]2[CH:36]=[CH:35][CH:34]=[C:33]([O:37]C)[CH:32]=2)[CH:27]=[CH:26][C:22]=1[C:23]([OH:25])=[O:24])(=[O:19])[C:13]1[CH:18]=[CH:17][CH:16]=[CH:15][CH:14]=1.Cl. Product: [C:12]([NH:20][C:21]1[CH:29]=[C:28]([O:30][C:31]2[CH:36]=[CH:35][CH:34]=[C:33]([OH:37])[CH:32]=2)[CH:27]=[CH:26][C:22]=1[C:23]([OH:25])=[O:24])(=[O:19])[C:13]1[CH:14]=[CH:15][CH:16]=[CH:17][CH:18]=1. The catalyst class is: 13. (4) Reactant: [C:1]([C:3]1[CH:4]=[C:5]([C:26]2[CH:31]=[CH:30][CH:29]=[C:28]([CH2:32][NH:33][C:34](=[O:40])[O:35][C:36]([CH3:39])([CH3:38])[CH3:37])[CH:27]=2)[CH:6]=[C:7]([O:9][C:10]2[C:15]([F:16])=[CH:14][C:13]([F:17])=[C:12]([C:18]3[CH:23]=[CH:22][CH:21]=[CH:20][C:19]=3[CH:24]=[O:25])[N:11]=2)[CH:8]=1)#[N:2].[O-:41]Cl=O.[Na+]. Product: [C:36]([O:35][C:34]([NH:33][CH2:32][C:28]1[CH:27]=[C:26]([C:5]2[CH:4]=[C:3]([C:1]#[N:2])[CH:8]=[C:7]([O:9][C:10]3[N:11]=[C:12]([C:18]4[CH:23]=[CH:22][CH:21]=[CH:20][C:19]=4[C:24]([OH:41])=[O:25])[C:13]([F:17])=[CH:14][C:15]=3[F:16])[CH:6]=2)[CH:31]=[CH:30][CH:29]=1)=[O:40])([CH3:37])([CH3:39])[CH3:38]. The catalyst class is: 144.